This data is from Forward reaction prediction with 1.9M reactions from USPTO patents (1976-2016). The task is: Predict the product of the given reaction. (1) Given the reactants [NH2:1][C:2]1[CH:7]=[C:6]([O:8][C:9]2[CH:18]=[C:17]3[C:12]([CH2:13][CH2:14][CH:15]([C:19]([NH:21][C:22]4[CH:27]=[CH:26][CH:25]=[C:24]([C:28]([CH3:31])([CH3:30])[CH3:29])[CH:23]=4)=[O:20])[CH2:16]3)=[CH:11][CH:10]=2)[CH:5]=[CH:4][N:3]=1.[Cl:32][CH2:33][CH2:34][CH2:35][N:36]=[C:37]=[O:38].ClC(C)CN=C=O, predict the reaction product. The product is: [C:28]([C:24]1[CH:23]=[C:22]([NH:21][C:19]([CH:15]2[CH2:14][CH2:13][C:12]3[C:17](=[CH:18][C:9]([O:8][C:6]4[CH:5]=[CH:4][N:3]=[C:2]([NH:1][C:37]([NH:36][CH2:35][CH2:34][CH2:33][Cl:32])=[O:38])[CH:7]=4)=[CH:10][CH:11]=3)[CH2:16]2)=[O:20])[CH:27]=[CH:26][CH:25]=1)([CH3:31])([CH3:30])[CH3:29]. (2) Given the reactants [Cl:1][C:2]([Cl:32])([Cl:31])[CH2:3][O:4][C:5](=[O:30])[N:6]([CH2:10][C:11]([NH:22]C(OC(C)(C)C)=O)([C:15]1[CH:20]=[CH:19][CH:18]=[CH:17][C:16]=1[F:21])[CH:12]([F:14])[F:13])[CH2:7][C:8]#[N:9].Cl, predict the reaction product. The product is: [Cl:32][C:2]([Cl:31])([Cl:1])[CH2:3][O:4][C:5]([N:6]1[CH2:7][C:8]([NH2:9])=[N:22][C:11]([CH:12]([F:13])[F:14])([C:15]2[CH:20]=[CH:19][CH:18]=[CH:17][C:16]=2[F:21])[CH2:10]1)=[O:30]. (3) Given the reactants N[CH2:2][C:3]1[CH:4]=[C:5]2[C:9](=[CH:10][CH:11]=1)[CH:8]([O:12][CH2:13][O:14][CH3:15])[CH:7]([CH2:16][CH2:17][CH:18](N(CCC)CCC)[CH3:19])[CH2:6]2.C(=O)([O-])[O-].[K+].[K+].C([C:38]1[CH:48]=[CH:47][CH:46]=[C:40]2[C:41]([NH:43][C:44](=[O:45])[C:39]=12)=[O:42])(OCC)=O.O, predict the reaction product. The product is: [CH2:41]([N:43]([CH2:44][CH2:39][CH3:38])[CH2:19][CH2:18][CH2:17][CH2:16][CH:7]1[CH2:6][C:5]2[C:9](=[CH:10][CH:11]=[C:3]([CH2:2][N:43]3[C:44](=[O:45])[C:39]4[C:40](=[CH:46][CH:47]=[CH:48][CH:38]=4)[C:41]3=[O:42])[CH:4]=2)[CH:8]1[O:12][CH2:13][O:14][CH3:15])[CH2:40][CH3:46]. (4) Given the reactants [OH:1]O.N1(CCCC2N=[N+:14]([O-:25])[C:15]3[CH:24]=[C:23]4[C:19]([CH2:20][CH2:21][CH2:22]4)=[CH:18][C:16]=3[N:17]=2)CCOCC1.[C:26](O)([C:28](F)(F)F)=[O:27].N, predict the reaction product. The product is: [N+:14]([C:15]1[CH:24]=[C:23]2[C:19]([CH2:20][CH2:21][CH2:22]2)=[CH:18][C:16]=1[NH:17][C:26](=[O:27])[CH3:28])([O-:25])=[O:1]. (5) Given the reactants [Cl:1][C:2]1[CH:14]=[CH:13][C:5]([CH2:6][NH:7][C:8]([CH:10]2[CH2:12][CH2:11]2)=[O:9])=[CH:4][C:3]=1[NH:15][NH2:16].C([O-])([O-])=O.[Na+].[Na+].[CH3:23][C:24]([O:27][C:28](O[C:28]([O:27][C:24]([CH3:26])([CH3:25])[CH3:23])=[O:29])=[O:29])([CH3:26])[CH3:25], predict the reaction product. The product is: [Cl:1][C:2]1[CH:14]=[CH:13][C:5]([CH2:6][NH:7][C:8]([CH:10]2[CH2:12][CH2:11]2)=[O:9])=[CH:4][C:3]=1[NH:15][NH:16][C:28]([O:27][C:24]([CH3:26])([CH3:25])[CH3:23])=[O:29]. (6) The product is: [F:54][C:53]1[CH:52]=[CH:51][C:49]([NH2:50])=[CH:48][C:47]=1[C:2]1[S:1][CH:5]=[CH:4][CH:3]=1. Given the reactants [S:1]1[CH:5]=[CH:4][CH:3]=[C:2]1B(O)O.C1(P(C2CCCCC2)C2C=CC=CC=2C2C(OC)=CC=CC=2OC)CCCCC1.P([O-])([O-])([O-])=O.[K+].[K+].[K+].Cl[C:47]1[CH:48]=[C:49]([CH:51]=[CH:52][C:53]=1[F:54])[NH2:50], predict the reaction product.